Dataset: Forward reaction prediction with 1.9M reactions from USPTO patents (1976-2016). Task: Predict the product of the given reaction. Given the reactants [CH2:1]([O:9][CH2:10][CH2:11][C:12]([OH:14])=O)[CH2:2][C:3]1[CH:8]=[CH:7][CH:6]=[CH:5][CH:4]=1.[C:15](Cl)(=[O:19])[C:16](Cl)=O.[CH3:21][N:22]([CH3:25])C=O, predict the reaction product. The product is: [CH2:10]([O:9][CH:1]([O:19][CH2:15][CH3:16])[CH2:25][N:22]([CH2:21][CH2:2][C:3]1[CH:8]=[CH:7][CH:6]=[CH:5][CH:4]=1)[C:12](=[O:14])[CH2:11][CH2:10][O:9][CH2:1][CH2:2][C:3]1[CH:4]=[CH:5][CH:6]=[CH:7][CH:8]=1)[CH3:11].